From a dataset of Reaction yield outcomes from USPTO patents with 853,638 reactions. Predict the reaction yield, written as a fraction of the theoretical maximum amount of product (1.0 means a 100% yield; for example, 0.34 means a 34% yield). (1) The reactants are [CH:1]1[CH:5]=[C:4]([CH2:6][C:7]2[NH:11][C:10](C=O)=[CH:9][CH:8]=2)[NH:3][CH:2]=1.C12C=C3N=C(C=C3)C=C3NC(C=C3)=CC3=NC(C=C3)=CC(N1)=CC=2. No catalyst specified. The product is [CH:9]1[CH:8]=[C:7]([CH2:6][C:4]2[NH:3][CH:2]=[CH:1][CH:5]=2)[NH:11][CH:10]=1. The yield is 0.460. (2) The reactants are [CH3:1][O:2][C:3]1[C:11]([CH3:12])=[C:10]2[C:6]([C:7](=[O:13])[O:8][CH2:9]2)=[C:5]([O:14][CH2:15][CH2:16][Si:17]([CH3:20])([CH3:19])[CH3:18])[C:4]=1[CH2:21][CH:22]=[C:23]([CH3:29])[CH2:24][CH2:25][C:26](O)=[O:27].ClC(OCC(C)C)=O.C(N(CC)CC)C.C(O)(=O)C(O)=O.[CH2:51]([O:53][P:54]([CH2:59][NH2:60])(=[O:58])[O:55][CH2:56][CH3:57])[CH3:52]. The catalyst is C1COCC1. The product is [CH2:51]([O:53][P:54]([CH2:59][NH:60][C:26](=[O:27])[CH2:25][CH2:24][C:23]([CH3:29])=[CH:22][CH2:21][C:4]1[C:5]([O:14][CH2:15][CH2:16][Si:17]([CH3:20])([CH3:18])[CH3:19])=[C:6]2[C:10](=[C:11]([CH3:12])[C:3]=1[O:2][CH3:1])[CH2:9][O:8][C:7]2=[O:13])(=[O:58])[O:55][CH2:56][CH3:57])[CH3:52]. The yield is 0.810. (3) The reactants are [C:1]([NH:5][C:6](=O)[C:7](=[N:11][NH:12][C:13]1[CH:18]=[CH:17][CH:16]=[CH:15][CH:14]=1)[C:8](=O)[CH3:9])([CH3:4])([CH3:3])[CH3:2].NC1C=CC=CC=1.C(NC(=O)CC(C)=O)(C)(C)C.O.[NH2:39][NH2:40]. The catalyst is C(O)C. The product is [C:1]([NH:5][C:6]1[C:7](=[N:11][NH:12][C:13]2[CH:18]=[CH:17][CH:16]=[CH:15][CH:14]=2)[C:8]([CH3:9])=[N:40][N:39]=1)([CH3:4])([CH3:3])[CH3:2]. The yield is 0.430. (4) The reactants are [N+:1]([C:4]1[CH:5]=[C:6]([C:19]2[CH:20]=[C:21]([CH:24]=[C:25]([F:27])[CH:26]=2)[C:22]#[N:23])[CH:7]=[C:8]2[C:12]=1[NH:11][C:10](=[O:13])[C:9]12[CH2:18][CH2:17][CH2:16][CH2:15][CH2:14]1)([O-])=O.O.O.[Sn](Cl)Cl.CCOCC. The catalyst is C(O)(=O)C.Cl. The product is [NH2:1][C:4]1[CH:5]=[C:6]([C:19]2[CH:20]=[C:21]([CH:24]=[C:25]([F:27])[CH:26]=2)[C:22]#[N:23])[CH:7]=[C:8]2[C:12]=1[NH:11][C:10](=[O:13])[C:9]12[CH2:14][CH2:15][CH2:16][CH2:17][CH2:18]1. The yield is 0.500.